Dataset: Catalyst prediction with 721,799 reactions and 888 catalyst types from USPTO. Task: Predict which catalyst facilitates the given reaction. (1) Reactant: C([O:3][C:4]([C:6]1[C:11]([NH:12][C:13]2[CH:14]=[N:15][CH:16]=[N:17][CH:18]=2)=[CH:10][CH:9]=[C:8]([CH:19]2[CH2:21][CH2:20]2)[N:7]=1)=[O:5])C.[OH-].[Na+].Cl. Product: [CH:19]1([C:8]2[N:7]=[C:6]([C:4]([OH:5])=[O:3])[C:11]([NH:12][C:13]3[CH:18]=[N:17][CH:16]=[N:15][CH:14]=3)=[CH:10][CH:9]=2)[CH2:20][CH2:21]1. The catalyst class is: 14. (2) Reactant: FC(F)(F)C(O)=O.C([O:12][CH2:13][CH2:14][O:15][NH:16][C:17]([C:19]1[C:20]([NH:30][C:31]2[CH:36]=[CH:35][C:34]([I:37])=[CH:33][C:32]=2[F:38])=[C:21]([CH3:29])[C:22](=[O:28])[N:23]2[C:27]=1[CH2:26][CH2:25][CH2:24]2)=[O:18])(C)(C)C.CO. Product: [OH:12][CH2:13][CH2:14][O:15][NH:16][C:17]([C:19]1[C:20]([NH:30][C:31]2[CH:36]=[CH:35][C:34]([I:37])=[CH:33][C:32]=2[F:38])=[C:21]([CH3:29])[C:22](=[O:28])[N:23]2[C:27]=1[CH2:26][CH2:25][CH2:24]2)=[O:18]. The catalyst class is: 2.